The task is: Regression. Given two drug SMILES strings and cell line genomic features, predict the synergy score measuring deviation from expected non-interaction effect.. This data is from NCI-60 drug combinations with 297,098 pairs across 59 cell lines. (1) Drug 1: CC(C)(C#N)C1=CC(=CC(=C1)CN2C=NC=N2)C(C)(C)C#N. Drug 2: CC12CCC3C(C1CCC2OP(=O)(O)O)CCC4=C3C=CC(=C4)OC(=O)N(CCCl)CCCl.[Na+]. Cell line: BT-549. Synergy scores: CSS=-2.66, Synergy_ZIP=2.02, Synergy_Bliss=6.00, Synergy_Loewe=-0.570, Synergy_HSA=-0.723. (2) Drug 1: C1=C(C(=O)NC(=O)N1)N(CCCl)CCCl. Drug 2: CC1C(C(CC(O1)OC2CC(CC3=C2C(=C4C(=C3O)C(=O)C5=C(C4=O)C(=CC=C5)OC)O)(C(=O)CO)O)N)O.Cl. Cell line: MDA-MB-231. Synergy scores: CSS=46.8, Synergy_ZIP=-7.13, Synergy_Bliss=-5.25, Synergy_Loewe=-7.57, Synergy_HSA=-1.66. (3) Drug 1: CC(CN1CC(=O)NC(=O)C1)N2CC(=O)NC(=O)C2. Drug 2: CC1C(C(=O)NC(C(=O)N2CCCC2C(=O)N(CC(=O)N(C(C(=O)O1)C(C)C)C)C)C(C)C)NC(=O)C3=C4C(=C(C=C3)C)OC5=C(C(=O)C(=C(C5=N4)C(=O)NC6C(OC(=O)C(N(C(=O)CN(C(=O)C7CCCN7C(=O)C(NC6=O)C(C)C)C)C)C(C)C)C)N)C. Cell line: HL-60(TB). Synergy scores: CSS=66.0, Synergy_ZIP=11.3, Synergy_Bliss=7.28, Synergy_Loewe=8.04, Synergy_HSA=8.24.